Regression. Given two drug SMILES strings and cell line genomic features, predict the synergy score measuring deviation from expected non-interaction effect. From a dataset of NCI-60 drug combinations with 297,098 pairs across 59 cell lines. (1) Drug 1: CS(=O)(=O)CCNCC1=CC=C(O1)C2=CC3=C(C=C2)N=CN=C3NC4=CC(=C(C=C4)OCC5=CC(=CC=C5)F)Cl. Drug 2: COC1=C2C(=CC3=C1OC=C3)C=CC(=O)O2. Cell line: A498. Synergy scores: CSS=13.3, Synergy_ZIP=-4.72, Synergy_Bliss=0.339, Synergy_Loewe=-0.724, Synergy_HSA=-0.463. (2) Drug 1: C1C(C(OC1N2C=NC3=C(N=C(N=C32)Cl)N)CO)O. Drug 2: N.N.Cl[Pt+2]Cl. Cell line: MCF7. Synergy scores: CSS=25.6, Synergy_ZIP=-3.22, Synergy_Bliss=3.36, Synergy_Loewe=-1.25, Synergy_HSA=-0.414. (3) Drug 1: COC1=C(C=C2C(=C1)N=CN=C2NC3=CC(=C(C=C3)F)Cl)OCCCN4CCOCC4. Drug 2: C1=CC(=CC=C1CC(C(=O)O)N)N(CCCl)CCCl.Cl. Cell line: TK-10. Synergy scores: CSS=38.5, Synergy_ZIP=5.79, Synergy_Bliss=7.87, Synergy_Loewe=-1.32, Synergy_HSA=7.32. (4) Drug 1: C1=CC(=C2C(=C1NCCNCCO)C(=O)C3=C(C=CC(=C3C2=O)O)O)NCCNCCO. Drug 2: CCC1(CC2CC(C3=C(CCN(C2)C1)C4=CC=CC=C4N3)(C5=C(C=C6C(=C5)C78CCN9C7C(C=CC9)(C(C(C8N6C)(C(=O)OC)O)OC(=O)C)CC)OC)C(=O)OC)O.OS(=O)(=O)O. Cell line: KM12. Synergy scores: CSS=46.0, Synergy_ZIP=-5.75, Synergy_Bliss=-7.99, Synergy_Loewe=-1.77, Synergy_HSA=-0.982. (5) Drug 1: CC(C1=C(C=CC(=C1Cl)F)Cl)OC2=C(N=CC(=C2)C3=CN(N=C3)C4CCNCC4)N. Drug 2: C1=CC(=CC=C1CCCC(=O)O)N(CCCl)CCCl. Cell line: PC-3. Synergy scores: CSS=18.1, Synergy_ZIP=-4.55, Synergy_Bliss=-3.29, Synergy_Loewe=-1.90, Synergy_HSA=-1.51. (6) Drug 1: CN(C)C1=NC(=NC(=N1)N(C)C)N(C)C. Drug 2: CN(CCCl)CCCl.Cl. Cell line: NCIH23. Synergy scores: CSS=2.83, Synergy_ZIP=-8.11, Synergy_Bliss=-2.43, Synergy_Loewe=-18.8, Synergy_HSA=-2.87. (7) Drug 1: C1=CN(C(=O)N=C1N)C2C(C(C(O2)CO)O)O.Cl. Drug 2: C1=NC2=C(N1)C(=S)N=CN2. Cell line: 786-0. Synergy scores: CSS=63.0, Synergy_ZIP=-4.86, Synergy_Bliss=1.66, Synergy_Loewe=-4.96, Synergy_HSA=2.34. (8) Drug 1: C1CCN(CC1)CCOC2=CC=C(C=C2)C(=O)C3=C(SC4=C3C=CC(=C4)O)C5=CC=C(C=C5)O. Drug 2: C1C(C(OC1N2C=NC3=C(N=C(N=C32)Cl)N)CO)O. Cell line: DU-145. Synergy scores: CSS=-10.3, Synergy_ZIP=3.41, Synergy_Bliss=1.09, Synergy_Loewe=-3.60, Synergy_HSA=-4.87. (9) Drug 1: C1=CN(C(=O)N=C1N)C2C(C(C(O2)CO)O)O.Cl. Drug 2: CCC1(CC2CC(C3=C(CCN(C2)C1)C4=CC=CC=C4N3)(C5=C(C=C6C(=C5)C78CCN9C7C(C=CC9)(C(C(C8N6C=O)(C(=O)OC)O)OC(=O)C)CC)OC)C(=O)OC)O.OS(=O)(=O)O. Cell line: HS 578T. Synergy scores: CSS=53.3, Synergy_ZIP=-2.77, Synergy_Bliss=-3.44, Synergy_Loewe=-2.30, Synergy_HSA=-1.88.